This data is from Forward reaction prediction with 1.9M reactions from USPTO patents (1976-2016). The task is: Predict the product of the given reaction. (1) Given the reactants Br[C:2]1[CH:7]=[CH:6][C:5]([C@H:8]2[C:17]3[C:12](=[CH:13][C:14]([O:18][CH2:19][CH2:20][CH2:21][N:22]4[CH2:27][CH2:26][CH2:25][CH2:24][CH2:23]4)=[CH:15][CH:16]=3)[C@@H:11]3[CH2:28][CH2:29][CH2:30][N:10]3[CH2:9]2)=[CH:4][CH:3]=1.[C:31]([Cu])#[N:32], predict the reaction product. The product is: [N:22]1([CH2:21][CH2:20][CH2:19][O:18][C:14]2[CH:13]=[C:12]3[C:17]([C@H:8]([C:5]4[CH:6]=[CH:7][C:2]([C:31]#[N:32])=[CH:3][CH:4]=4)[CH2:9][N:10]4[CH2:30][CH2:29][CH2:28][C@@H:11]43)=[CH:16][CH:15]=2)[CH2:27][CH2:26][CH2:25][CH2:24][CH2:23]1. (2) Given the reactants [NH2:1][C@H:2]([C:5]([OH:7])=[O:6])[CH2:3][SH:4].[OH-].[Na+].[CH:10]1([CH2:13]Br)[CH2:12][CH2:11]1.Cl, predict the reaction product. The product is: [CH:10]1([CH2:13][S:4][CH2:3][C@@H:2]([C:5]([OH:7])=[O:6])[NH2:1])[CH2:12][CH2:11]1. (3) Given the reactants [BH4-].[Na+].[C:3]([C:7]1[CH:8]=[C:9]([N+:17]([O-:19])=[O:18])[C:10]([O:15][CH3:16])=[C:11]([CH:14]=1)[CH:12]=[O:13])([CH3:6])([CH3:5])[CH3:4], predict the reaction product. The product is: [C:3]([C:7]1[CH:8]=[C:9]([N+:17]([O-:19])=[O:18])[C:10]([O:15][CH3:16])=[C:11]([CH2:12][OH:13])[CH:14]=1)([CH3:6])([CH3:4])[CH3:5]. (4) Given the reactants C(O)(=O)C.[CH:5]([O:8][C:9]1[CH:10]=[C:11]([CH:14]=[CH:15][C:16]=1[O:17][CH:18]([CH3:20])[CH3:19])[CH:12]=O)([CH3:7])[CH3:6].[Br:21][C:22]1[CH:23]=[C:24]([NH2:28])[CH:25]=[N:26][CH:27]=1.C(O[BH-](OC(=O)C)OC(=O)C)(=O)C.[Na+], predict the reaction product. The product is: [Br:21][C:22]1[CH:23]=[C:24]([NH:28][CH2:12][C:11]2[CH:14]=[CH:15][C:16]([O:17][CH:18]([CH3:20])[CH3:19])=[C:9]([O:8][CH:5]([CH3:7])[CH3:6])[CH:10]=2)[CH:25]=[N:26][CH:27]=1. (5) Given the reactants [N+:1]([CH2:4][CH2:5][CH3:6])([O-:3])=[O:2].[C:7](=O)([O-])[O-].[K+].[K+].[C:13]([O:17][CH3:18])(=[O:16])[CH:14]=[CH2:15], predict the reaction product. The product is: [CH3:15][CH:14]([CH2:7][CH:4]([N+:1]([O-:3])=[O:2])[CH2:5][CH3:6])[C:13]([O:17][CH3:18])=[O:16]. (6) Given the reactants [CH3:1][C:2]1[CH:10]=[CH:9][C:5]([C:6]([OH:8])=[O:7])=[C:4]([NH:11][C:12]2[CH:17]=[CH:16][CH:15]=[C:14]([N+:18]([O-:20])=[O:19])[CH:13]=2)[N:3]=1.[CH2:21]([N:23](CC)CC)[CH3:22].ClCC#N, predict the reaction product. The product is: [C:21]([CH2:22][O:7][C:6](=[O:8])[C:5]1[CH:9]=[CH:10][C:2]([CH3:1])=[N:3][C:4]=1[NH:11][C:12]1[CH:17]=[CH:16][CH:15]=[C:14]([N+:18]([O-:20])=[O:19])[CH:13]=1)#[N:23]. (7) Given the reactants Cl[C:2]1[C:7]([CH:8]=[O:9])=[C:6]([Cl:10])[N:5]=[C:4]([S:11][CH3:12])[N:3]=1.[CH3:13][CH2:14][CH:15]([NH2:18])[CH2:16][CH3:17], predict the reaction product. The product is: [Cl:10][C:6]1[C:7]([CH:8]=[O:9])=[C:2]([NH:18][CH:15]([CH2:16][CH3:17])[CH2:14][CH3:13])[N:3]=[C:4]([S:11][CH3:12])[N:5]=1. (8) Given the reactants [NH2:1][C:2]1[CH:7]=[CH:6][C:5]([N:8]2[C:14](=[O:15])[CH2:13][C:12](=[O:16])[NH:11][C:10]3[C:17]4[C:22]([CH:23]=[CH:24][C:9]2=3)=[CH:21][CH:20]=[CH:19][CH:18]=4)=[CH:4][CH:3]=1.[CH3:25][O:26][C:27]1[CH:28]=[C:29]([S:33](Cl)(=[O:35])=[O:34])[CH:30]=[CH:31][CH:32]=1, predict the reaction product. The product is: [O:16]=[C:12]1[NH:11][C:10]2[C:17]3[C:22]([CH:23]=[CH:24][C:9]=2[N:8]([C:5]2[CH:6]=[CH:7][C:2]([NH:1][S:33]([C:29]4[CH:30]=[CH:31][CH:32]=[C:27]([O:26][CH3:25])[CH:28]=4)(=[O:35])=[O:34])=[CH:3][CH:4]=2)[C:14](=[O:15])[CH2:13]1)=[CH:21][CH:20]=[CH:19][CH:18]=3.